Dataset: Peptide-MHC class I binding affinity with 185,985 pairs from IEDB/IMGT. Task: Regression. Given a peptide amino acid sequence and an MHC pseudo amino acid sequence, predict their binding affinity value. This is MHC class I binding data. (1) The binding affinity (normalized) is 0.176. The MHC is HLA-B54:01 with pseudo-sequence HLA-B54:01. The peptide sequence is CPAVAVHDF. (2) The peptide sequence is RYRTAVCGL. The MHC is HLA-A24:02 with pseudo-sequence HLA-A24:02. The binding affinity (normalized) is 0.706.